Predict the product of the given reaction. From a dataset of Forward reaction prediction with 1.9M reactions from USPTO patents (1976-2016). Given the reactants [CH2:1]([OH:25])[CH2:2][O:3][CH2:4][CH2:5][O:6][CH2:7][CH2:8][O:9][CH2:10][CH2:11][O:12][CH2:13][CH2:14][O:15][CH2:16][CH2:17][O:18][CH2:19][CH2:20][O:21][CH2:22][CH2:23][OH:24].[H-].[Na+].[Si:28](Cl)([C:31]([CH3:34])([CH3:33])[CH3:32])([CH3:30])[CH3:29], predict the reaction product. The product is: [CH3:32][C:31]([CH3:34])([Si:28]([CH3:30])([CH3:29])[O:24][CH2:23][CH2:22][O:21][CH2:20][CH2:19][O:18][CH2:17][CH2:16][O:15][CH2:14][CH2:13][O:12][CH2:11][CH2:10][O:9][CH2:8][CH2:7][O:6][CH2:5][CH2:4][O:3][CH2:2][CH2:1][OH:25])[CH3:33].